From a dataset of Catalyst prediction with 721,799 reactions and 888 catalyst types from USPTO. Predict which catalyst facilitates the given reaction. Product: [Cl:30][C:31]1[CH:36]=[CH:35][CH:34]=[C:33]([F:37])[C:32]=1[CH2:38][N:39]([CH2:28][C:24]1[CH:23]=[C:22]([CH2:21][N:3]([CH2:1][CH3:2])[C@@H:4]2[CH2:8][CH2:7][N:6]([C:9]3[C:14]([C:15]([O:17][CH:18]([CH3:20])[CH3:19])=[O:16])=[CH:13][CH:12]=[CH:11][N:10]=3)[CH2:5]2)[CH:27]=[CH:26][CH:25]=1)[CH2:40][CH3:41]. Reactant: [CH2:1]([N:3]([CH2:21][C:22]1[CH:27]=[CH:26][CH:25]=[C:24]([CH:28]=O)[CH:23]=1)[C@@H:4]1[CH2:8][CH2:7][N:6]([C:9]2[C:14]([C:15]([O:17][CH:18]([CH3:20])[CH3:19])=[O:16])=[CH:13][CH:12]=[CH:11][N:10]=2)[CH2:5]1)[CH3:2].[Cl:30][C:31]1[CH:36]=[CH:35][CH:34]=[C:33]([F:37])[C:32]=1[CH2:38][NH:39][CH2:40][CH3:41].C(O)(=O)C.C(O[BH-](OC(=O)C)OC(=O)C)(=O)C.[Na+]. The catalyst class is: 26.